Dataset: Clinical trial toxicity outcomes and FDA approval status for drugs. Task: Regression/Classification. Given a drug SMILES string, predict its toxicity properties. Task type varies by dataset: regression for continuous values (e.g., LD50, hERG inhibition percentage) or binary classification for toxic/non-toxic outcomes (e.g., AMES mutagenicity, cardiotoxicity, hepatotoxicity). Dataset: clintox. (1) The molecule is CCOc1ccccc1OCC[NH2+][C@H](C)Cc1ccc(OC)c(S(N)(=O)=O)c1. The result is 0 (passed clinical trial). (2) The drug is CCC[C@H]([NH2+][C@@H](C)C(=O)N1[C@H](C(=O)[O-])C[C@@H]2CCCC[C@@H]21)C(=O)OCC. The result is 0 (passed clinical trial). (3) The molecule is C[NH2+]C(C)(C)Cc1ccccc1. The result is 0 (passed clinical trial). (4) The molecule is CCOc1cc(CC(=O)N[C@@H](CC(C)C)c2ccccc2N2CCCCC2)ccc1C(=O)[O-]. The result is 0 (passed clinical trial). (5) The compound is C[C@H]1C[C@H]2[C@@H]3CC[C@](O)(C(=O)COC(=O)CCC(=O)[O-])[C@@]3(C)C[C@H](O)[C@@H]2[C@@]2(C)C=CC(=O)C=C12. The result is 0 (passed clinical trial).